Dataset: Full USPTO retrosynthesis dataset with 1.9M reactions from patents (1976-2016). Task: Predict the reactants needed to synthesize the given product. (1) Given the product [CH3:1][O:2][C:3](=[O:17])[C:4]1[CH:9]=[CH:8][C:7]([O:10][C@H:11]2[CH2:15][C@H:14]([NH:30][C@@H:28]([C:18]3[C:27]4[C:22](=[CH:23][CH:24]=[CH:25][CH:26]=4)[CH:21]=[CH:20][CH:19]=3)[CH3:29])[CH:13]=[CH:12]2)=[CH:6][CH:5]=1, predict the reactants needed to synthesize it. The reactants are: [CH3:1][O:2][C:3](=[O:17])[C:4]1[CH:9]=[CH:8][C:7]([O:10][CH:11]2[CH2:15][CH:14](Cl)[CH:13]=[CH:12]2)=[CH:6][CH:5]=1.[C:18]1([C@H:28]([NH2:30])[CH3:29])[C:27]2[C:22](=[CH:23][CH:24]=[CH:25][CH:26]=2)[CH:21]=[CH:20][CH:19]=1.C(=O)([O-])[O-].[K+].[K+].CN(C=O)C. (2) Given the product [F:18][C:19]([F:36])([F:37])[C:20]1[CH:21]=[C:22]([CH:29]=[C:30]([C:32]([F:33])([F:35])[F:34])[CH:31]=1)[CH2:23][N:24]([CH2:25][CH2:26][CH2:27][OH:28])[C:8]([C:7]1[C:2]([Cl:1])=[N:3][C:4]([CH3:17])=[CH:5][C:6]=1[C:11]1[CH:16]=[CH:15][CH:14]=[CH:13][CH:12]=1)=[O:10], predict the reactants needed to synthesize it. The reactants are: [Cl:1][C:2]1[C:7]([C:8]([OH:10])=O)=[C:6]([C:11]2[CH:16]=[CH:15][CH:14]=[CH:13][CH:12]=2)[CH:5]=[C:4]([CH3:17])[N:3]=1.[F:18][C:19]([F:37])([F:36])[C:20]1[CH:21]=[C:22]([CH:29]=[C:30]([C:32]([F:35])([F:34])[F:33])[CH:31]=1)[CH2:23][NH:24][CH2:25][CH2:26][CH2:27][OH:28].ClC1C(C(O)=O)=C(C2C=CC=CC=2)C=CN=1.FC(F)(F)C1C=C(C=C(C(F)(F)F)C=1)CNCCO. (3) Given the product [NH:34]1[C:35]2[C:31](=[C:30]([C:2]3[N:3]=[C:4]([N:16]4[CH2:17][CH2:18][O:19][CH2:20][CH2:21]4)[C:5]4[S:10][C:9]([CH:11]([CH3:12])[C:40]([OH:42])=[O:41])=[CH:8][C:6]=4[N:7]=3)[CH:38]=[CH:37][CH:36]=2)[CH:32]=[N:33]1, predict the reactants needed to synthesize it. The reactants are: Cl[C:2]1[N:3]=[C:4]([N:16]2[CH2:21][CH2:20][O:19][CH2:18][CH2:17]2)[C:5]2[S:10][C:9]([CH2:11][CH2:12]C(O)=O)=[CH:8][C:6]=2[N:7]=1.CC1(C)C(C)(C)OB([C:30]2[CH:38]=[CH:37][CH:36]=[C:35]3[C:31]=2[CH:32]=[N:33][NH:34]3)O1.[C:40](=O)([O-:42])[O-:41].[Na+].[Na+].C(OCC)(=O)C. (4) Given the product [CH3:1][O:2][C:3]1[CH:4]=[C:5]2[C:10](=[CH:11][C:12]=1[O:13][CH3:14])[N:9]=[CH:8][CH:7]=[C:6]2[O:15][C:16]1[CH:22]=[CH:21][C:19]([NH:20][C:38](=[O:40])[O:54][CH:52]([C:51]2[CH:55]=[CH:56][CH:57]=[CH:58][C:50]=2[Cl:49])[CH3:53])=[CH:18][CH:17]=1, predict the reactants needed to synthesize it. The reactants are: [CH3:1][O:2][C:3]1[CH:4]=[C:5]2[C:10](=[CH:11][C:12]=1[O:13][CH3:14])[N:9]=[CH:8][CH:7]=[C:6]2[O:15][C:16]1[CH:22]=[CH:21][C:19]([NH2:20])=[CH:18][CH:17]=1.C1(C)C=CC=CC=1.C(N(CC)CC)C.Cl[C:38](Cl)([O:40]C(=O)OC(Cl)(Cl)Cl)Cl.[Cl:49][C:50]1[CH:58]=[CH:57][CH:56]=[CH:55][C:51]=1[CH:52]([OH:54])[CH3:53].